Task: Predict the reaction yield, written as a fraction of the theoretical maximum amount of product (1.0 means a 100% yield; for example, 0.34 means a 34% yield).. Dataset: Reaction yield outcomes from USPTO patents with 853,638 reactions The product is [F:24][C:2]([F:1])([F:23])[O:3][C:4]1[CH:9]=[CH:8][C:7]([N:10]2[CH:14]=[N:13][C:12]([C:15]3[CH:20]=[CH:19][C:18]([CH2:21][CH2:22][OH:34])=[CH:17][CH:16]=3)=[N:11]2)=[CH:6][CH:5]=1. The yield is 0.690. The reactants are [F:1][C:2]([F:24])([F:23])[O:3][C:4]1[CH:9]=[CH:8][C:7]([N:10]2[CH:14]=[N:13][C:12]([C:15]3[CH:20]=[CH:19][C:18]([CH:21]=[CH2:22])=[CH:17][CH:16]=3)=[N:11]2)=[CH:6][CH:5]=1.C12BC(CCC1)CCC2.[OH-:34].[Na+].OO. The catalyst is O1CCCC1.O.